From a dataset of Full USPTO retrosynthesis dataset with 1.9M reactions from patents (1976-2016). Predict the reactants needed to synthesize the given product. (1) Given the product [Cl:23][C:22]1[C:17]([C:15]([OH:16])=[O:14])=[N:18][CH:19]=[C:20]([C:5]#[C:4][CH2:3][O:2][CH3:1])[CH:21]=1, predict the reactants needed to synthesize it. The reactants are: [CH3:1][O:2][CH2:3][C:4]#[CH:5].CCN(CC)CC.C[O:14][C:15]([C:17]1[C:22]([Cl:23])=[CH:21][C:20](Br)=[CH:19][N:18]=1)=[O:16].O. (2) The reactants are: [NH2:1][C:2]1[N:6]([CH:7]2[CH2:12][CH2:11][CH2:10][N:9]([C:13]#[N:14])[CH2:8]2)[N:5]=[C:4]([C:15]2[CH:20]=[CH:19][C:18](OC3C=CC(F)=CC=3F)=[CH:17][CH:16]=2)[C:3]=1[C:30]([NH2:32])=[O:31].[Cl:33][C:34]1[CH:39]=[C:38]([CH3:40])[CH:37]=[CH:36][C:35]=1[OH:41]. Given the product [NH2:1][C:2]1[N:6]([CH:7]2[CH2:12][CH2:11][CH2:10][N:9]([C:13]#[N:14])[CH2:8]2)[N:5]=[C:4]([C:15]2[CH:16]=[CH:17][C:18]([O:41][C:35]3[CH:36]=[CH:37][C:38]([CH3:40])=[CH:39][C:34]=3[Cl:33])=[CH:19][CH:20]=2)[C:3]=1[C:30]([NH2:32])=[O:31], predict the reactants needed to synthesize it.